Dataset: Experimentally validated miRNA-target interactions with 360,000+ pairs, plus equal number of negative samples. Task: Binary Classification. Given a miRNA mature sequence and a target amino acid sequence, predict their likelihood of interaction. (1) The miRNA is mmu-miR-3104-3p with sequence ACGCUCUGCUUUGCUCCCCCAGA. The protein sequence of the target gene is MSALQIQNVNWQVPMNRRAHHTDKFSSQDSIVRRGQPWEIILVCNRSLESGEDLNFIVSTGPQPSESARTKAVFSISGRSTGGWNAALKANSGNNLAIAIASPVSAPIGLYTLSVEISSRGRASSLKLGTFIMLFNPWLQADDVFMSNHAERQEYVEEDSGIIYVGSTNRIGMVGWNFGQFEEDILNISLSILDRSLNFRRDPVTDVARRNDPKYVCRVLSAMINGNDDNGVISGNWSGNYTGGVDPRTWNGSVEILKNWKKSGFRPVQFGQCWVFAGTLNTVLRCLGVPSRVITNFNSA.... Result: 0 (no interaction). (2) The miRNA is hsa-miR-92a-2-5p with sequence GGGUGGGGAUUUGUUGCAUUAC. The protein sequence of the target gene is MLSVVENGLDPQAAIPVIKKKLVGSVKALQKQYVSLDTVVTSEDGDANTMCSALEAVFIHGLHAKHIRAEAGGKRKKSAHQKPLPQPVFWPLLKAVTHKHIISELEHLTFVNTDVGRCRAWLRLALNDGLMECYLKLLLQEQARLHEYYQPTALLRDAEEGEFLLSFLQGLTSLSFELSYKSAILNEWTLTPLALSGLCPLSELDPLSTSGAELQRKESLDSISHSSGSEDIEVHHSGHKIRRNQKLTASSLSLDTASSSQLSCSLNSDSCLLQENGSKSPDHCEEPMSCDSDLGTANAE.... Result: 1 (interaction). (3) The miRNA is hsa-miR-6820-3p with sequence UGUGACUUCUCCCCUGCCACAG. The protein sequence of the target gene is MSLLDCFCTSRTQVESLRPEKQSETSIHQYLVDEPTLSWSRPSTRASEVLCSTNVSHYELQVEIGRGFDNLTSVHLARHTPTGTLVTIKITNLENCNEERLKALQKAVILSHFFRHPNITTYWTVFTVGSWLWVISPFMAYGSASQLLRTYFPEGMSETLIRNILFGAVRGLNYLHQNGCIHRSIKASHILISGDGLVTLSGLSHLHSLVKHGQRHRAVYDFPQFSTSVQPWLSPELLRQDLHGYNVKSDIYSVGITACELASGQVPFQDMHRTQMLLQKLKGPPYSPLDISIFPQSESR.... Result: 0 (no interaction).